From a dataset of Catalyst prediction with 721,799 reactions and 888 catalyst types from USPTO. Predict which catalyst facilitates the given reaction. (1) Reactant: [C:1]([C:5]1[C:10](=[O:11])[N:9]([CH2:12][C:13](O)=[O:14])[C:8]2[N:16]=[C:17]([O:20][CH3:21])[CH:18]=[CH:19][C:7]=2[N:6]=1)([CH3:4])([CH3:3])[CH3:2]. Product: [C:1]([C:5]1[C:10](=[O:11])[N:9]([CH2:12][C:13]([N:9]([CH2:10][CH2:5][C:1]([CH3:4])([CH3:3])[CH3:2])[CH2:8][CH2:7][CH3:19])=[O:14])[C:8]2[N:16]=[C:17]([O:20][CH3:21])[CH:18]=[CH:19][C:7]=2[N:6]=1)([CH3:3])([CH3:2])[CH3:4]. The catalyst class is: 25. (2) Reactant: [CH2:1]([O:8][C:9]1[C:14]2[C:15]([NH2:18])=[N:16][NH:17][C:13]=2[CH:12]=[CH:11][N:10]=1)[C:2]1[CH:7]=[CH:6][CH:5]=[CH:4][CH:3]=1.[C:19]1(=[CH:24][C:25]#[N:26])[CH2:23][CH2:22][CH2:21][CH2:20]1.C1CCN2C(=NCCC2)CC1. Product: [NH2:18][C:15]1[C:14]2[C:9]([O:8][CH2:1][C:2]3[CH:3]=[CH:4][CH:5]=[CH:6][CH:7]=3)=[N:10][CH:11]=[CH:12][C:13]=2[N:17]([C:19]2([CH2:24][C:25]#[N:26])[CH2:23][CH2:22][CH2:21][CH2:20]2)[N:16]=1. The catalyst class is: 14.